This data is from Full USPTO retrosynthesis dataset with 1.9M reactions from patents (1976-2016). The task is: Predict the reactants needed to synthesize the given product. (1) The reactants are: Cl[C:2]1[C:7]([C:8]#[N:9])=[N:6][CH:5]=[CH:4][N:3]=1.[SH:10][CH2:11][CH2:12][C:13]([O:15][CH3:16])=[O:14].C[O-].[Na+].O. Given the product [C:8]([C:7]1[C:2]([S:10][CH2:11][CH2:12][C:13]([O:15][CH3:16])=[O:14])=[N:3][CH:4]=[CH:5][N:6]=1)#[N:9], predict the reactants needed to synthesize it. (2) The reactants are: C(OC(=O)[N:7]([CH2:11][CH2:12][NH:13][C:14]([C:16]1[CH:36]=[CH:35][C:19]2[N:20]([CH3:34])[C:21]([NH:23][C:24]3[S:25][C:26]4[CH:32]=[C:31]([Cl:33])[CH:30]=[CH:29][C:27]=4[N:28]=3)=[N:22][C:18]=2[CH:17]=1)=[O:15])[CH2:8][CH2:9][F:10])(C)(C)C. Given the product [ClH:33].[ClH:33].[F:10][CH2:9][CH2:8][NH:7][CH2:11][CH2:12][NH:13][C:14]([C:16]1[CH:36]=[CH:35][C:19]2[N:20]([CH3:34])[C:21]([NH:23][C:24]3[S:25][C:26]4[CH:32]=[C:31]([Cl:33])[CH:30]=[CH:29][C:27]=4[N:28]=3)=[N:22][C:18]=2[CH:17]=1)=[O:15], predict the reactants needed to synthesize it. (3) The reactants are: [NH2:1][CH2:2][C:3]1[C:8]([CH2:9][CH3:10])=[N:7][C:6]2[N:11]([CH2:14][CH3:15])[N:12]=[CH:13][C:5]=2[C:4]=1[NH:16][CH:17]1[CH2:22][CH2:21][O:20][CH2:19][CH2:18]1.[O:23]1[C:27]([C:28](Cl)=[O:29])=[CH:26][CH:25]=[N:24]1.CCN(C(C)C)C(C)C. Given the product [CH2:14]([N:11]1[C:6]2=[N:7][C:8]([CH2:9][CH3:10])=[C:3]([CH2:2][NH:1][C:28]([C:27]3[O:23][N:24]=[CH:25][CH:26]=3)=[O:29])[C:4]([NH:16][CH:17]3[CH2:18][CH2:19][O:20][CH2:21][CH2:22]3)=[C:5]2[CH:13]=[N:12]1)[CH3:15], predict the reactants needed to synthesize it.